Dataset: Full USPTO retrosynthesis dataset with 1.9M reactions from patents (1976-2016). Task: Predict the reactants needed to synthesize the given product. (1) Given the product [CH3:12][O:11][C:9](=[O:10])[CH2:8][C:4]1[CH:5]=[CH:6][CH:7]=[C:2]([NH:1][C:13](=[O:15])[CH3:14])[CH:3]=1, predict the reactants needed to synthesize it. The reactants are: [NH2:1][C:2]1[CH:3]=[C:4]([CH2:8][C:9]([O:11][CH3:12])=[O:10])[CH:5]=[CH:6][CH:7]=1.[C:13](OC(=O)C)(=[O:15])[CH3:14]. (2) Given the product [F:16][C:17]1[CH:29]=[CH:28][C:20]([CH2:21][N:22]2[CH:26]=[CH:25][C:24]([NH:27][C:2]3[CH:7]=[CH:6][C:5]([N:8]4[CH:12]=[C:11]([CH3:13])[N:10]=[CH:9]4)=[C:4]([O:14][CH3:15])[CH:3]=3)=[N:23]2)=[CH:19][CH:18]=1, predict the reactants needed to synthesize it. The reactants are: Br[C:2]1[CH:7]=[CH:6][C:5]([N:8]2[CH:12]=[C:11]([CH3:13])[N:10]=[CH:9]2)=[C:4]([O:14][CH3:15])[CH:3]=1.[F:16][C:17]1[CH:29]=[CH:28][C:20]([CH2:21][N:22]2[CH:26]=[CH:25][C:24]([NH2:27])=[N:23]2)=[CH:19][CH:18]=1.[O-]C1C=CC=CC=1.[Na+].C1(P(C2C=CC=CC=2)C2C3OC4C(=CC=CC=4P(C4C=CC=CC=4)C4C=CC=CC=4)C(C)(C)C=3C=CC=2)C=CC=CC=1. (3) Given the product [OH:10][CH2:9][CH2:8][N:7]([C:1]1[CH:6]=[CH:5][CH:4]=[CH:3][CH:2]=1)[C:16](=[O:17])[O:15][C:12]([CH3:14])([CH3:13])[CH3:11], predict the reactants needed to synthesize it. The reactants are: [C:1]1([NH:7][CH2:8][CH2:9][OH:10])[CH:6]=[CH:5][CH:4]=[CH:3][CH:2]=1.[CH3:11][C:12]([O:15][C:16](O[C:16]([O:15][C:12]([CH3:14])([CH3:13])[CH3:11])=[O:17])=[O:17])([CH3:14])[CH3:13]. (4) Given the product [CH2:9]([C:11]1[CH:16]=[CH:15][CH:14]=[CH:13][C:12]=1[CH2:1][CH3:6])[CH3:10], predict the reactants needed to synthesize it. The reactants are: [C:1]1(C)C(C)=CC=C[CH:6]=1.[CH2:9]([C:11]1[CH:16]=[CH:15][CH:14]=[CH:13][CH:12]=1)[CH3:10].